From a dataset of NCI-60 drug combinations with 297,098 pairs across 59 cell lines. Regression. Given two drug SMILES strings and cell line genomic features, predict the synergy score measuring deviation from expected non-interaction effect. (1) Drug 1: CC=C1C(=O)NC(C(=O)OC2CC(=O)NC(C(=O)NC(CSSCCC=C2)C(=O)N1)C(C)C)C(C)C. Drug 2: CC(C)CN1C=NC2=C1C3=CC=CC=C3N=C2N. Cell line: SK-OV-3. Synergy scores: CSS=25.4, Synergy_ZIP=-3.16, Synergy_Bliss=-3.08, Synergy_Loewe=-34.4, Synergy_HSA=-1.70. (2) Drug 1: C1CC(=O)NC(=O)C1N2CC3=C(C2=O)C=CC=C3N. Drug 2: CN(C(=O)NC(C=O)C(C(C(CO)O)O)O)N=O. Cell line: T-47D. Synergy scores: CSS=2.63, Synergy_ZIP=-1.62, Synergy_Bliss=-3.05, Synergy_Loewe=-1.43, Synergy_HSA=-1.41.